Dataset: Forward reaction prediction with 1.9M reactions from USPTO patents (1976-2016). Task: Predict the product of the given reaction. (1) Given the reactants Cl[C:2]1[N:7]=[C:6](Cl)[C:5]([N+:9]([O-:11])=[O:10])=[CH:4][N:3]=1.[CH3:12][O:13][C:14]1[CH:15]=[C:16]([CH:18]=[CH:19][C:20]=1[O:21][CH3:22])[NH2:17], predict the reaction product. The product is: [CH3:12][O:13][C:14]1[CH:15]=[C:16]([NH:17][C:2]2[N:7]=[C:6]([NH:17][C:16]3[CH:18]=[CH:19][C:20]([O:21][CH3:22])=[C:14]([O:13][CH3:12])[CH:15]=3)[C:5]([N+:9]([O-:11])=[O:10])=[CH:4][N:3]=2)[CH:18]=[CH:19][C:20]=1[O:21][CH3:22]. (2) Given the reactants BrC1C(F)=CC2OCCN3C(C(O)C4C=CC=C(C(F)(F)F)C=4)=C(C(O)=O)N=C3C=2C=1.[Br:32][C:33]1[C:34]([F:60])=[CH:35][C:36]2[O:42][CH2:41][CH2:40][N:39]3[C:43]([CH:50]([C:52]4[C:53]([CH3:58])=[N:54][N:55]([CH3:57])[CH:56]=4)[OH:51])=[C:44]([C:46]([O:48]C)=[O:47])[N:45]=[C:38]3[C:37]=2[CH:59]=1.[OH-].[Li+], predict the reaction product. The product is: [Br:32][C:33]1[C:34]([F:60])=[CH:35][C:36]2[O:42][CH2:41][CH2:40][N:39]3[C:43]([CH:50]([C:52]4[C:53]([CH3:58])=[N:54][N:55]([CH3:57])[CH:56]=4)[OH:51])=[C:44]([C:46]([OH:48])=[O:47])[N:45]=[C:38]3[C:37]=2[CH:59]=1. (3) Given the reactants [Cl:1][C:2]1[CH:3]=[C:4]([C:8]2[O:9][C:10]3[CH2:15][CH2:14][N:13]([C:16]4[N:23]=[CH:22]C=C[C:17]=4C#N)[CH2:12][C:11]=3[N:24]=2)[CH:5]=[CH:6][CH:7]=1.Cl[C:26]1C=NC=C[N:27]=1, predict the reaction product. The product is: [Cl:1][C:2]1[CH:3]=[C:4]([C:8]2[O:9][C:10]3[CH2:15][CH2:14][N:13]([C:16]4[CH:17]=[N:27][CH:26]=[CH:22][N:23]=4)[CH2:12][C:11]=3[N:24]=2)[CH:5]=[CH:6][CH:7]=1. (4) Given the reactants [Na].[O-]CC.[Na+].[CH2:6]([O:13][C:14]1[CH:19]=[C:18]([O:20][CH2:21][C:22]2[CH:27]=[CH:26][CH:25]=[CH:24][CH:23]=2)[C:17]([CH:28]([CH3:30])[CH3:29])=[CH:16][C:15]=1[C:31](=[O:33])[CH3:32])[C:7]1[CH:12]=[CH:11][CH:10]=[CH:9][CH:8]=1.[C:34](OCC)(=[O:40])[C:35]([O:37][CH2:38][CH3:39])=[O:36], predict the reaction product. The product is: [CH2:38]([O:37][C:35](=[O:36])[C:34]([OH:40])=[CH:32][C:31]([C:15]1[CH:16]=[C:17]([CH:28]([CH3:30])[CH3:29])[C:18]([O:20][CH2:21][C:22]2[CH:23]=[CH:24][CH:25]=[CH:26][CH:27]=2)=[CH:19][C:14]=1[O:13][CH2:6][C:7]1[CH:8]=[CH:9][CH:10]=[CH:11][CH:12]=1)=[O:33])[CH3:39].